The task is: Predict the product of the given reaction.. This data is from Forward reaction prediction with 1.9M reactions from USPTO patents (1976-2016). Given the reactants [CH:1]([C:4]1[CH:8]=[C:7]([C:9]([O:11][CH2:12][CH3:13])=[O:10])[NH:6][N:5]=1)([CH3:3])[CH3:2].C[Si]([N-][Si](C)(C)C)(C)C.[K+].C(O[CH2:33][C:34]1[C:42]2[C:37](=[CH:38][CH:39]=[CH:40][CH:41]=2)[N:36](C(=O)C2C=CC=CC=2)[CH:35]=1)(=O)C1C=CC=CC=1, predict the reaction product. The product is: [NH:36]1[C:37]2[C:42](=[CH:41][CH:40]=[CH:39][CH:38]=2)[C:34]([CH2:33][N:6]2[C:7]([C:9]([O:11][CH2:12][CH3:13])=[O:10])=[CH:8][C:4]([CH:1]([CH3:3])[CH3:2])=[N:5]2)=[CH:35]1.